This data is from Full USPTO retrosynthesis dataset with 1.9M reactions from patents (1976-2016). The task is: Predict the reactants needed to synthesize the given product. (1) Given the product [CH2:12]([S:14]([C:15]1[CH:20]=[CH:19][N:18]=[CH:17][C:16]=1[C:21]1[N:33]([CH3:34])[C:24]2=[N:25][CH:26]=[C:27]([C:29]([F:32])([F:30])[F:31])[CH:28]=[C:23]2[N:22]=1)=[O:6])[CH3:13], predict the reactants needed to synthesize it. The reactants are: ClC1C=C(C=CC=1)C(OO)=[O:6].[CH2:12]([S:14][C:15]1[CH:20]=[CH:19][N:18]=[CH:17][C:16]=1[C:21]1[N:33]([CH3:34])[C:24]2=[N:25][CH:26]=[C:27]([C:29]([F:32])([F:31])[F:30])[CH:28]=[C:23]2[N:22]=1)[CH3:13].C(=O)(O)[O-].[Na+]. (2) Given the product [NH2:1][C:2]1[N:6]([CH2:7][C:8]([NH2:10])=[S:23])[N:5]=[CH:4][C:3]=1[N+:11]([O-:13])=[O:12], predict the reactants needed to synthesize it. The reactants are: [NH2:1][C:2]1[N:6]([CH2:7][C:8]([NH2:10])=O)[N:5]=[CH:4][C:3]=1[N+:11]([O-:13])=[O:12].COC1C=CC(P2(SP(C3C=CC(OC)=CC=3)(=S)S2)=[S:23])=CC=1. (3) Given the product [CH2:11]([O:14][C:15]1[CH:20]=[CH:19][C:18]([CH2:21][CH2:22][C:23]([C:5]2[NH:1][C:2]([C:6]([O:8][CH2:9][CH3:10])=[O:7])=[CH:3][CH:4]=2)=[O:24])=[CH:17][CH:16]=1)[CH:12]=[CH2:13], predict the reactants needed to synthesize it. The reactants are: [NH:1]1[CH:5]=[CH:4][CH:3]=[C:2]1[C:6]([O:8][CH2:9][CH3:10])=[O:7].[CH2:11]([O:14][C:15]1[CH:20]=[CH:19][C:18]([CH2:21][CH2:22][C:23](Cl)=[O:24])=[CH:17][CH:16]=1)[CH:12]=[CH2:13]. (4) Given the product [CH2:18]([N:4]([CH2:1][CH2:2][CH3:3])[S:5]([C:8]1[CH:9]=[CH:10][C:11]([CH2:14][C:15]([N:27]2[CH2:26][CH2:25][C:24]3[C:29](=[C:30]([N:33]4[CH2:38][CH2:37][N:36]([CH3:39])[CH2:35][CH2:34]4)[CH:31]=[CH:32][C:23]=3[O:22][CH3:21])[CH2:28]2)=[O:17])=[CH:12][CH:13]=1)(=[O:6])=[O:7])[CH2:19][CH3:20], predict the reactants needed to synthesize it. The reactants are: [CH2:1]([N:4]([CH2:18][CH2:19][CH3:20])[S:5]([C:8]1[CH:13]=[CH:12][C:11]([CH2:14][C:15]([OH:17])=O)=[CH:10][CH:9]=1)(=[O:7])=[O:6])[CH2:2][CH3:3].[CH3:21][O:22][C:23]1[CH:32]=[CH:31][C:30]([N:33]2[CH2:38][CH2:37][N:36]([CH3:39])[CH2:35][CH2:34]2)=[C:29]2[C:24]=1[CH2:25][CH2:26][NH:27][CH2:28]2.CN(C(ON1N=NC2C=CC=NC1=2)=[N+](C)C)C.F[P-](F)(F)(F)(F)F. (5) Given the product [F:36][C:37]([F:48])([F:47])[C:38]([N:24]1[CH2:23][CH:22]=[C:21]([C:19]2[NH:18][C:14]3[N:15]=[CH:16][N:17]=[C:12]([NH:11][C:7]4[CH:6]=[C:5]5[C:10](=[CH:9][CH:8]=4)[NH:2][N:3]=[CH:4]5)[C:13]=3[CH:20]=2)[CH2:26][CH2:25]1)=[O:39], predict the reactants needed to synthesize it. The reactants are: Cl.[NH:2]1[C:10]2[C:5](=[CH:6][C:7]([NH:11][C:12]3[C:13]4[CH:20]=[C:19]([C:21]5[CH2:22][CH2:23][NH:24][CH2:25][CH:26]=5)[NH:18][C:14]=4[N:15]=[CH:16][N:17]=3)=[CH:8][CH:9]=2)[CH:4]=[N:3]1.CCN(C(C)C)C(C)C.[F:36][C:37]([F:48])([F:47])[C:38](O[C:38](=[O:39])[C:37]([F:48])([F:47])[F:36])=[O:39]. (6) Given the product [C:21]([C:23]1[C:24]([O:39][CH:40]([CH3:42])[CH3:41])=[CH:25][C:26]([NH:29][C:30]([N:11]2[C:12]3[C:7](=[CH:6][C:5]([CH:14]4[CH2:18][CH2:17][O:16][CH2:15]4)=[C:4]([CH:3]([O:2][CH3:1])[O:19][CH3:20])[N:13]=3)[CH2:8][CH2:9][CH2:10]2)=[O:31])=[N:27][CH:28]=1)#[N:22], predict the reactants needed to synthesize it. The reactants are: [CH3:1][O:2][CH:3]([O:19][CH3:20])[C:4]1[N:13]=[C:12]2[C:7]([CH2:8][CH2:9][CH2:10][NH:11]2)=[CH:6][C:5]=1[CH:14]1[CH2:18][CH2:17][O:16][CH2:15]1.[C:21]([C:23]1[C:24]([O:39][CH:40]([CH3:42])[CH3:41])=[CH:25][C:26]([NH:29][C:30](=O)[O:31]C2C=CC=CC=2)=[N:27][CH:28]=1)#[N:22]. (7) Given the product [CH3:18][O:19][C:2]1[CH:15]=[CH:14][C:13]2[C:12](=[O:16])[C:11]3[C:6](=[CH:7][CH:8]=[CH:9][CH:10]=3)[C:5](=[O:17])[C:4]=2[CH:3]=1, predict the reactants needed to synthesize it. The reactants are: Cl[C:2]1[CH:15]=[CH:14][C:13]2[C:12](=[O:16])[C:11]3[C:6](=[CH:7][CH:8]=[CH:9][CH:10]=3)[C:5](=[O:17])[C:4]=2[CH:3]=1.[CH3:18][O-:19].[Na+]. (8) Given the product [O:25]=[C:16]1[C:17]2[C:22](=[CH:21][CH:20]=[CH:19][CH:18]=2)[C:23](=[O:24])[N:15]1[CH:13]([C:4]1[C:3]([C:26]2[CH:27]=[CH:28][CH:29]=[CH:30][CH:31]=2)=[C:2]([C:37]#[N:38])[C:11]2[C:6](=[CH:7][CH:8]=[C:9]([F:12])[CH:10]=2)[N:5]=1)[CH3:14], predict the reactants needed to synthesize it. The reactants are: Cl[C:2]1[C:11]2[C:6](=[CH:7][CH:8]=[C:9]([F:12])[CH:10]=2)[N:5]=[C:4]([CH:13]([N:15]2[C:23](=[O:24])[C:22]3[C:17](=[CH:18][CH:19]=[CH:20][CH:21]=3)[C:16]2=[O:25])[CH3:14])[C:3]=1[C:26]1[CH:31]=[CH:30][CH:29]=[CH:28][CH:27]=1.C([Sn](CCCC)(CCCC)[C:37]#[N:38])CCC.C1(P(C2CCCCC2)C2C=CC=CC=2C2C(C(C)C)=CC(C(C)C)=CC=2C(C)C)CCCCC1.CCOC(C)=O. (9) Given the product [C:33]1([C:31]([C:2]2[N:3]=[CH:4][N:5]([C:7]([C:8]3[CH:13]=[CH:12][CH:11]=[CH:10][CH:9]=3)([C:20]3[CH:21]=[CH:22][CH:23]=[CH:24][CH:25]=3)[C:14]3[CH:15]=[CH:16][CH:17]=[CH:18][CH:19]=3)[CH:6]=2)([OH:32])[CH3:30])[C:42]2[C:37](=[CH:38][CH:39]=[CH:40][CH:41]=2)[CH:36]=[CH:35][CH:34]=1, predict the reactants needed to synthesize it. The reactants are: I[C:2]1[N:3]=[CH:4][N:5]([C:7]([C:20]2[CH:25]=[CH:24][CH:23]=[CH:22][CH:21]=2)([C:14]2[CH:19]=[CH:18][CH:17]=[CH:16][CH:15]=2)[C:8]2[CH:13]=[CH:12][CH:11]=[CH:10][CH:9]=2)[CH:6]=1.C([Mg]Br)C.[CH3:30][C:31]([C:33]1[C:42]2[C:37](=[CH:38][CH:39]=[CH:40][CH:41]=2)[CH:36]=[CH:35][CH:34]=1)=[O:32].